This data is from Full USPTO retrosynthesis dataset with 1.9M reactions from patents (1976-2016). The task is: Predict the reactants needed to synthesize the given product. (1) Given the product [O:1]=[CH:2][CH2:3][NH:4][C:5]([C:7]1[CH:16]=[CH:15][C:14]2[C:9](=[CH:10][CH:11]=[CH:12][CH:13]=2)[CH:8]=1)=[O:6], predict the reactants needed to synthesize it. The reactants are: [OH:1][CH2:2][CH2:3][NH:4][C:5]([C:7]1[CH:16]=[CH:15][C:14]2[C:9](=[CH:10][CH:11]=[CH:12][CH:13]=2)[CH:8]=1)=[O:6].O=CCCCNC(C1CCCCC1)=O. (2) The reactants are: [H-].[Na+].[OH:3]CC[NH2:6].ClC1[CH:13]=[CH:12][CH:11]=[CH:10]N=1.O1[CH2:19][CH2:18][O:17][CH2:16][CH2:15]1. Given the product [NH4+:6].[OH-:3].[O:17]([CH2:18][CH2:19][NH2:6])[C:16]1[CH:13]=[CH:12][CH:11]=[CH:10][CH:15]=1, predict the reactants needed to synthesize it. (3) Given the product [P:12]([CH2:9][N:4]([C:1](=[O:3])[CH3:2])[CH2:5][C:6]([OH:8])=[O:7])([OH:14])([OH:11])=[O:13], predict the reactants needed to synthesize it. The reactants are: [C:1]([NH:4][CH2:5][C:6]([OH:8])=[O:7])(=[O:3])[CH3:2].[CH2:9]=O.[OH:11][PH:12]([OH:14])=[O:13].P(Cl)(Cl)Cl. (4) Given the product [O:19]=[C:17]1[NH:2][C:1]2([CH2:22][CH2:21]2)[CH2:3][C:4]21[CH2:5][CH2:6][N:7]([C:10]([O:12][C:13]([CH3:14])([CH3:15])[CH3:16])=[O:11])[CH2:8][CH2:9]2, predict the reactants needed to synthesize it. The reactants are: [C:1]([CH2:3][C:4]1([C:17]([O:19]C)=O)[CH2:9][CH2:8][N:7]([C:10]([O:12][C:13]([CH3:16])([CH3:15])[CH3:14])=[O:11])[CH2:6][CH2:5]1)#[N:2].[CH2:21]([Mg]Br)[CH3:22]. (5) Given the product [CH3:6][O:7][C:8](=[O:38])[N:9]=[C:10]([S:36][CH3:37])[C:11]([C:25]1[CH:30]=[C:29]([O:31][CH2:32][CH3:33])[CH:28]=[C:27]([O:34][CH2:46][CH2:47][O:48][CH:49]2[CH2:54][CH2:53][CH2:52][CH2:51][O:50]2)[C:26]=1[F:35])=[N:12][C:13]1[CH:18]=[CH:17][C:16]([C:19]2[N:23]=[C:22]([CH3:24])[O:21][N:20]=2)=[CH:15][CH:14]=1, predict the reactants needed to synthesize it. The reactants are: CN(C=O)C.[CH3:6][O:7][C:8](=[O:38])[N:9]=[C:10]([S:36][CH3:37])[C:11]([C:25]1[CH:30]=[C:29]([O:31][CH2:32][CH3:33])[CH:28]=[C:27]([OH:34])[C:26]=1[F:35])=[N:12][C:13]1[CH:18]=[CH:17][C:16]([C:19]2[N:23]=[C:22]([CH3:24])[O:21][N:20]=2)=[CH:15][CH:14]=1.C(=O)([O-])[O-].[K+].[K+].Br[CH2:46][CH2:47][O:48][CH:49]1[CH2:54][CH2:53][CH2:52][CH2:51][O:50]1. (6) The reactants are: [Cl:1][C:2]1[CH:3]=[C:4]([CH:18]=[CH:19][CH:20]=1)[CH2:5][CH:6]1[C:10]2[NH:11][C:12]([C:14]([O:16]C)=[O:15])=[CH:13][C:9]=2[CH2:8][CH2:7]1.[OH-].[Li+].CO. Given the product [Cl:1][C:2]1[CH:3]=[C:4]([CH:18]=[CH:19][CH:20]=1)[CH2:5][CH:6]1[C:10]2[NH:11][C:12]([C:14]([OH:16])=[O:15])=[CH:13][C:9]=2[CH2:8][CH2:7]1, predict the reactants needed to synthesize it. (7) Given the product [CH3:1][O:2][C:3]([C:5]1[CH:10]=[C:9]([OH:26])[N:8]=[C:7]([C:12]2[CH:17]=[CH:16][C:15]([Cl:18])=[C:14]([O:19][CH3:20])[C:13]=2[F:21])[N:6]=1)=[O:4], predict the reactants needed to synthesize it. The reactants are: [CH3:1][O:2][C:3]([C:5]1[CH:10]=[C:9](N)[N:8]=[C:7]([C:12]2[CH:17]=[CH:16][C:15]([Cl:18])=[C:14]([O:19][CH3:20])[C:13]=2[F:21])[N:6]=1)=[O:4].C(#N)C.N([O-])=[O:26].[Na+]. (8) The reactants are: [CH3:1][C:2]1([CH3:13])[CH:11]=[CH:10][C:9]2[C:4](=[CH:5][CH:6]=[C:7]([CH3:12])[CH:8]=2)[NH:3]1.ClC1C=C(C=CC=1)C(OO)=[O:19]. Given the product [CH3:1][C:2]1([CH3:13])[CH:11]=[CH:10][C:9]2[C:4](=[CH:5][CH:6]=[C:7]([CH3:12])[CH:8]=2)[NH+:3]1[O-:19], predict the reactants needed to synthesize it. (9) Given the product [Br:1][C:2]1[CH:3]=[C:4]2[C:9](=[C:10]([OH:12])[CH:11]=1)[C:8](=[O:14])[CH2:7][CH2:6][C:5]2([CH3:16])[CH3:15], predict the reactants needed to synthesize it. The reactants are: [Br:1][C:2]1[CH:3]=[C:4]2[C:9](=[C:10]([O:12]C)[CH:11]=1)[C:8](=[O:14])[CH2:7][CH2:6][C:5]2([CH3:16])[CH3:15].[Cl-].[Al+3].[Cl-].[Cl-].O. (10) Given the product [CH3:9][CH:10]1[N:11]([C:17]([O:19][C:20]([CH3:22])([CH3:21])[CH3:23])=[O:18])[CH2:12][CH2:13][C:14]2([O:16][CH2:2]2)[CH2:15]1, predict the reactants needed to synthesize it. The reactants are: [I-].[CH3:2][S+](C)(C)=O.[H-].[Na+].[CH3:9][CH:10]1[CH2:15][C:14](=[O:16])[CH2:13][CH2:12][N:11]1[C:17]([O:19][C:20]([CH3:23])([CH3:22])[CH3:21])=[O:18].O.